This data is from Full USPTO retrosynthesis dataset with 1.9M reactions from patents (1976-2016). The task is: Predict the reactants needed to synthesize the given product. (1) Given the product [OH2:1].[OH:9][P:7]([OH:11])([OH:10])=[O:8].[O:14]=[W:15](=[O:17])=[O:16].[O:14]=[W:15](=[O:17])=[O:16].[O:14]=[W:15](=[O:17])=[O:16].[O:14]=[W:15](=[O:17])=[O:16].[O:14]=[W:15](=[O:17])=[O:16].[O:14]=[W:15](=[O:17])=[O:16].[O:14]=[W:15](=[O:17])=[O:16].[O:14]=[W:15](=[O:17])=[O:16].[O:14]=[W:15](=[O:17])=[O:16].[O:14]=[W:15](=[O:17])=[O:16].[O:14]=[W:15](=[O:17])=[O:16].[O:14]=[W:15](=[O:17])=[O:16], predict the reactants needed to synthesize it. The reactants are: [OH:1]CC(CO)O.[P:7](=[O:11])([OH:10])([OH:9])[OH:8].[NH4+].[NH4+].[O-:14][W:15]([O-])(=[O:17])=[O:16]. (2) Given the product [C:1]([O:5][C:6](=[O:18])[NH:7][CH2:8][CH:9]([C:11]1[CH:16]=[CH:15][C:14]([Cl:17])=[CH:13][CH:12]=1)[N:23]1[C:19](=[O:29])[C:20]2[C:21](=[CH:25][CH:26]=[CH:27][CH:28]=2)[C:22]1=[O:24])([CH3:4])([CH3:3])[CH3:2], predict the reactants needed to synthesize it. The reactants are: [C:1]([O:5][C:6](=[O:18])[NH:7][CH2:8][CH:9]([C:11]1[CH:16]=[CH:15][C:14]([Cl:17])=[CH:13][CH:12]=1)O)([CH3:4])([CH3:3])[CH3:2].[C:19]1(=[O:29])[NH:23][C:22](=[O:24])[C:21]2=[CH:25][CH:26]=[CH:27][CH:28]=[C:20]12.C1(P(C2C=CC=CC=2)C2C=CC=CC=2)C=CC=CC=1.N(C(OC(C)C)=O)=NC(OC(C)C)=O. (3) The reactants are: [CH3:1][NH:2][CH2:3][C:4]1[CH:9]=[CH:8][CH:7]=[CH:6][CH:5]=1.[CH:10]1[N:15]=[C:14](Cl)[C:13]2[N:17]=[CH:18][N:19]([C@@H:20]3[O:24][C@H:23]([CH2:25][OH:26])[C@@H:22]([OH:27])[C@H:21]3[OH:28])[C:12]=2[N:11]=1.[CH3:29]CO. Given the product [CH2:1]([N:2]([CH2:3][C:4]1[CH:9]=[CH:8][CH:7]=[CH:6][CH:5]=1)[C:14]1[C:13]2[N:17]=[CH:18][N:19]([C:12]=2[N:11]=[CH:10][N:15]=1)[C@@H:20]1[O:24][C@H:23]([CH2:25][OH:26])[C@@H:22]([OH:27])[C@H:21]1[OH:28])[CH3:29], predict the reactants needed to synthesize it.